This data is from Forward reaction prediction with 1.9M reactions from USPTO patents (1976-2016). The task is: Predict the product of the given reaction. (1) Given the reactants [CH3:1][C:2]1[C:7]([CH2:8][NH2:9])=[CH:6][C:5]([C:10]([CH3:12])=[CH2:11])=[C:4]([CH3:13])[N:3]=1.[BH4-].[Na+].Cl, predict the reaction product. The product is: [CH:10]([C:5]1[CH:6]=[C:7]([CH2:8][NH2:9])[C:2]([CH3:1])=[N:3][C:4]=1[CH3:13])([CH3:12])[CH3:11]. (2) Given the reactants [F:1][C:2]1[CH:7]=[CH:6][C:5]([CH2:8][C:9]([N:11]2[CH2:16][CH2:15][CH2:14][CH2:13][CH2:12]2)=[O:10])=[CH:4][CH:3]=1.[Li+].C[Si]([N-][Si](C)(C)C)(C)C.[CH2:27]([O:34][CH2:35][CH:36]=[C:37]([C:42]([O:44][CH3:45])=[O:43])[C:38]([O:40][CH3:41])=[O:39])[C:28]1[CH:33]=[CH:32][CH:31]=[CH:30][CH:29]=1, predict the reaction product. The product is: [CH2:27]([O:34][CH2:35][CH:36]([CH:37]([C:38]([O:40][CH3:41])=[O:39])[C:42]([O:44][CH3:45])=[O:43])[CH:8]([C:5]1[CH:6]=[CH:7][C:2]([F:1])=[CH:3][CH:4]=1)[C:9](=[O:10])[N:11]1[CH2:12][CH2:13][CH2:14][CH2:15][CH2:16]1)[C:28]1[CH:29]=[CH:30][CH:31]=[CH:32][CH:33]=1. (3) Given the reactants [C:1]([O:5][C:6]([NH:8][NH:9][C:10]1[CH:18]=[CH:17][C:13]([C:14]([OH:16])=[O:15])=[CH:12][N:11]=1)=[O:7])([CH3:4])([CH3:3])[CH3:2].ClC1C=C(Cl)C=C(Cl)C=1C(Cl)=O.CCN(C(C)C)C(C)C.[CH2:40]([N:43]1[C:51]2[C:50](=[O:52])[NH:49][C:48]([NH2:53])=[N:47][C:46]=2[N:45]([C@H:54]2[C@H:61]3[C@H:57]([O:58][C:59]([CH3:63])([CH3:62])[O:60]3)[C@@H:56]([CH2:64]O)[O:55]2)[C:44]1=[O:66])[CH:41]=[CH2:42], predict the reaction product. The product is: [C:1]([O:5][C:6]([NH:8][NH:9][C:10]1[CH:18]=[CH:17][C:13]([C:14]([O:16][CH2:64][C@@H:56]2[C@@H:57]3[C@@H:61]([O:60][C:59]([CH3:62])([CH3:63])[O:58]3)[C@H:54]([N:45]3[C:44](=[O:66])[N:43]([CH2:40][CH:41]=[CH2:42])[C:51]4[C:50](=[O:52])[NH:49][C:48]([NH2:53])=[N:47][C:46]3=4)[O:55]2)=[O:15])=[CH:12][N:11]=1)=[O:7])([CH3:4])([CH3:2])[CH3:3]. (4) Given the reactants [C:8](O[C:8]([C:10]([F:13])([F:12])[F:11])=[O:9])([C:10]([F:13])([F:12])[F:11])=[O:9].CCN(CC)CC.[Br:21][C:22]1[C:33]([OH:34])=[N:32][C:25]2[CH2:26][CH2:27][NH:28][CH2:29][CH:30]([CH3:31])[C:24]=2[CH:23]=1, predict the reaction product. The product is: [Br:21][C:22]1[C:33]([OH:34])=[N:32][C:25]2[CH2:26][CH2:27][N:28]([C:8](=[O:9])[C:10]([F:11])([F:12])[F:13])[CH2:29][CH:30]([CH3:31])[C:24]=2[CH:23]=1.